From a dataset of NCI-60 drug combinations with 297,098 pairs across 59 cell lines. Regression. Given two drug SMILES strings and cell line genomic features, predict the synergy score measuring deviation from expected non-interaction effect. (1) Drug 1: C1=CC(=CC=C1CCC2=CNC3=C2C(=O)NC(=N3)N)C(=O)NC(CCC(=O)O)C(=O)O. Drug 2: C(=O)(N)NO. Cell line: COLO 205. Synergy scores: CSS=56.8, Synergy_ZIP=3.55, Synergy_Bliss=3.98, Synergy_Loewe=-0.465, Synergy_HSA=7.22. (2) Drug 1: C1=CC=C(C=C1)NC(=O)CCCCCCC(=O)NO. Drug 2: CN1C=C(C=N1)C2=C3N=C(C(=C(N3N=C2)N)Br)C4CCCNC4. Cell line: HCT116. Synergy scores: CSS=62.7, Synergy_ZIP=2.40, Synergy_Bliss=2.59, Synergy_Loewe=1.85, Synergy_HSA=4.63. (3) Drug 1: CC1=C2C(C(=O)C3(C(CC4C(C3C(C(C2(C)C)(CC1OC(=O)C(C(C5=CC=CC=C5)NC(=O)OC(C)(C)C)O)O)OC(=O)C6=CC=CC=C6)(CO4)OC(=O)C)O)C)O. Drug 2: COC1=C2C(=CC3=C1OC=C3)C=CC(=O)O2. Cell line: NCI-H460. Synergy scores: CSS=53.0, Synergy_ZIP=-3.60, Synergy_Bliss=-7.43, Synergy_Loewe=-69.2, Synergy_HSA=-7.73.